From a dataset of Reaction yield outcomes from USPTO patents with 853,638 reactions. Predict the reaction yield, written as a fraction of the theoretical maximum amount of product (1.0 means a 100% yield; for example, 0.34 means a 34% yield). (1) The reactants are Cl.[NH:2]1[CH2:5][CH:4]([OH:6])[CH2:3]1.Br[CH2:8][CH2:9][CH2:10][Cl:11].C([O-])([O-])=O.[Cs+].[Cs+]. The catalyst is C(#N)C.CCOC(C)=O. The product is [Cl:11][CH2:10][CH2:9][CH2:8][N:2]1[CH2:5][CH:4]([OH:6])[CH2:3]1. The yield is 0.375. (2) No catalyst specified. The yield is 0.900. The reactants are [F:1][C:2]([F:13])([F:12])[C:3]1[CH:8]=[CH:7][CH:6]=[CH:5][C:4]=1B(O)O.Br[CH:15]=[C:16]1[C:22]2[CH:23]=[CH:24][C:25]([Cl:27])=[CH:26][C:21]=2[CH2:20][CH2:19][C:18]2[CH:28]=[CH:29][CH:30]=[CH:31][C:17]1=2. The product is [Cl:27][C:25]1[CH:24]=[CH:23][C:22]2[C:16](=[CH:15][C:4]3[CH:5]=[CH:6][CH:7]=[CH:8][C:3]=3[C:2]([F:13])([F:12])[F:1])[C:17]3[CH:31]=[CH:30][CH:29]=[CH:28][C:18]=3[CH2:19][CH2:20][C:21]=2[CH:26]=1. (3) The reactants are Cl[C:2]1[CH:3]=[C:4]([CH:38]=[CH:39][C:40]=1[OH:41])[CH2:5][NH:6][C:7]1[N:8]=[CH:9][C:10]2[CH:15]=[C:14]([C:16]3[C:21]([Cl:22])=[CH:20][CH:19]=[CH:18][C:17]=3[Cl:23])[N:13]([CH2:24][C@@H:25]3[CH2:30][CH2:29][CH2:28][N:27]([C:31]([O:33][C:34]([CH3:37])([CH3:36])[CH3:35])=[O:32])[CH2:26]3)[C:11]=2[N:12]=1.[F:42]C1C=C(C=CC=1O)C=O. No catalyst specified. The product is [Cl:23][C:17]1[CH:18]=[CH:19][CH:20]=[C:21]([Cl:22])[C:16]=1[C:14]1[N:13]([CH2:24][C@@H:25]2[CH2:30][CH2:29][CH2:28][N:27]([C:31]([O:33][C:34]([CH3:37])([CH3:35])[CH3:36])=[O:32])[CH2:26]2)[C:11]2[N:12]=[C:7]([NH:6][CH2:5][C:4]3[CH:38]=[CH:39][C:40]([OH:41])=[C:2]([F:42])[CH:3]=3)[N:8]=[CH:9][C:10]=2[CH:15]=1. The yield is 0.230. (4) The reactants are C1(P(C2C=CC=CC=2)C2C=CC=CC=2)C=CC=CC=1.II.CCN(CC)CC.[Si:29]([O:36][C@@H:37]([CH3:65])[C@@H:38]([NH:53][C:54]1[C:62]2[CH:61]=[CH:60][S:59][C:58]=2[C:57]([C:63]#[N:64])=[CH:56][CH:55]=1)[C:39]([NH:41][NH:42][C:43](=O)[C:44]1[CH:49]=[CH:48][C:47]([C:50]#[N:51])=[CH:46][CH:45]=1)=[O:40])([C:32]([CH3:35])([CH3:34])[CH3:33])([CH3:31])[CH3:30]. The catalyst is C(Cl)Cl. The product is [Si:29]([O:36][C@@H:37]([CH3:65])[C@@H:38]([NH:53][C:54]1[C:62]2[CH:61]=[CH:60][S:59][C:58]=2[C:57]([C:63]#[N:64])=[CH:56][CH:55]=1)[C:39]1[O:40][C:43]([C:44]2[CH:49]=[CH:48][C:47]([C:50]#[N:51])=[CH:46][CH:45]=2)=[N:42][N:41]=1)([C:32]([CH3:35])([CH3:34])[CH3:33])([CH3:31])[CH3:30]. The yield is 0.980.